This data is from NCI-60 drug combinations with 297,098 pairs across 59 cell lines. The task is: Regression. Given two drug SMILES strings and cell line genomic features, predict the synergy score measuring deviation from expected non-interaction effect. (1) Drug 1: C(=O)(N)NO. Drug 2: CC(C)(C#N)C1=CC(=CC(=C1)CN2C=NC=N2)C(C)(C)C#N. Cell line: NCI-H226. Synergy scores: CSS=-2.41, Synergy_ZIP=0.313, Synergy_Bliss=-0.956, Synergy_Loewe=-2.69, Synergy_HSA=-2.79. (2) Drug 1: CC(CN1CC(=O)NC(=O)C1)N2CC(=O)NC(=O)C2. Drug 2: COC1=C2C(=CC3=C1OC=C3)C=CC(=O)O2. Cell line: HL-60(TB). Synergy scores: CSS=70.8, Synergy_ZIP=11.5, Synergy_Bliss=7.85, Synergy_Loewe=10.5, Synergy_HSA=10.6. (3) Drug 1: CC1OCC2C(O1)C(C(C(O2)OC3C4COC(=O)C4C(C5=CC6=C(C=C35)OCO6)C7=CC(=C(C(=C7)OC)O)OC)O)O. Drug 2: C1CN(P(=O)(OC1)NCCCl)CCCl. Cell line: SF-295. Synergy scores: CSS=44.5, Synergy_ZIP=-1.16, Synergy_Bliss=-0.944, Synergy_Loewe=-53.4, Synergy_HSA=-0.331. (4) Drug 1: COC1=C(C=C2C(=C1)N=CN=C2NC3=CC(=C(C=C3)F)Cl)OCCCN4CCOCC4. Drug 2: C1C(C(OC1N2C=NC3=C(N=C(N=C32)Cl)N)CO)O. Cell line: OVCAR-4. Synergy scores: CSS=14.4, Synergy_ZIP=-4.71, Synergy_Bliss=-2.39, Synergy_Loewe=-4.65, Synergy_HSA=-4.70. (5) Drug 1: C1=CC(=CC=C1CCCC(=O)O)N(CCCl)CCCl. Drug 2: C1CC(=O)NC(=O)C1N2C(=O)C3=CC=CC=C3C2=O. Cell line: SK-MEL-5. Synergy scores: CSS=24.7, Synergy_ZIP=-3.78, Synergy_Bliss=-8.94, Synergy_Loewe=-10.1, Synergy_HSA=-8.22. (6) Drug 1: CC1=C(N=C(N=C1N)C(CC(=O)N)NCC(C(=O)N)N)C(=O)NC(C(C2=CN=CN2)OC3C(C(C(C(O3)CO)O)O)OC4C(C(C(C(O4)CO)O)OC(=O)N)O)C(=O)NC(C)C(C(C)C(=O)NC(C(C)O)C(=O)NCCC5=NC(=CS5)C6=NC(=CS6)C(=O)NCCC[S+](C)C)O. Drug 2: CCC1(CC2CC(C3=C(CCN(C2)C1)C4=CC=CC=C4N3)(C5=C(C=C6C(=C5)C78CCN9C7C(C=CC9)(C(C(C8N6C)(C(=O)OC)O)OC(=O)C)CC)OC)C(=O)OC)O.OS(=O)(=O)O. Cell line: M14. Synergy scores: CSS=15.3, Synergy_ZIP=-1.51, Synergy_Bliss=2.14, Synergy_Loewe=-2.41, Synergy_HSA=-2.16. (7) Drug 1: CC1C(C(=O)NC(C(=O)N2CCCC2C(=O)N(CC(=O)N(C(C(=O)O1)C(C)C)C)C)C(C)C)NC(=O)C3=C4C(=C(C=C3)C)OC5=C(C(=O)C(=C(C5=N4)C(=O)NC6C(OC(=O)C(N(C(=O)CN(C(=O)C7CCCN7C(=O)C(NC6=O)C(C)C)C)C)C(C)C)C)N)C. Drug 2: CC1C(C(CC(O1)OC2CC(CC3=C2C(=C4C(=C3O)C(=O)C5=CC=CC=C5C4=O)O)(C(=O)C)O)N)O. Cell line: SR. Synergy scores: CSS=53.9, Synergy_ZIP=6.08, Synergy_Bliss=3.27, Synergy_Loewe=4.26, Synergy_HSA=8.24. (8) Drug 1: C1CN1P(=S)(N2CC2)N3CC3. Drug 2: C1CNP(=O)(OC1)N(CCCl)CCCl. Cell line: RPMI-8226. Synergy scores: CSS=27.4, Synergy_ZIP=-2.17, Synergy_Bliss=-2.57, Synergy_Loewe=-15.2, Synergy_HSA=-1.04. (9) Drug 1: CC(C1=C(C=CC(=C1Cl)F)Cl)OC2=C(N=CC(=C2)C3=CN(N=C3)C4CCNCC4)N. Drug 2: C1C(C(OC1N2C=C(C(=O)NC2=O)F)CO)O. Cell line: HOP-62. Synergy scores: CSS=49.9, Synergy_ZIP=10.8, Synergy_Bliss=9.60, Synergy_Loewe=-10.9, Synergy_HSA=8.75. (10) Drug 1: C1C(C(OC1N2C=C(C(=O)NC2=O)F)CO)O. Drug 2: C1CN1C2=NC(=NC(=N2)N3CC3)N4CC4. Cell line: NCI-H460. Synergy scores: CSS=64.8, Synergy_ZIP=-2.42, Synergy_Bliss=-4.13, Synergy_Loewe=-1.07, Synergy_HSA=1.38.